Predict the reaction yield, written as a fraction of the theoretical maximum amount of product (1.0 means a 100% yield; for example, 0.34 means a 34% yield). From a dataset of Reaction yield outcomes from USPTO patents with 853,638 reactions. (1) The catalyst is [OH-].[Na+]. The reactants are [NH:1]1[C:9]2[C:4](=[CH:5][CH:6]=[CH:7][CH:8]=2)[C:3](/[CH:10]=[CH:11]/[C:12]2[CH:20]=[CH:19][C:15]([C:16]([OH:18])=O)=[CH:14][CH:13]=2)=[N:2]1.Cl.C([O:24][C:25](=[O:29])[CH2:26][NH:27][CH3:28])C.O.ON1C2C=CC=CC=2N=N1.Cl.C(N=C=NCCCN(C)C)C.CN1CCOCC1. The yield is 0.550. The product is [CH3:28][N:27]([CH2:26][C:25]([OH:29])=[O:24])[C:16](=[O:18])[C:15]1[CH:14]=[CH:13][C:12](/[CH:11]=[CH:10]/[C:3]2[C:4]3[C:9](=[CH:8][CH:7]=[CH:6][CH:5]=3)[NH:1][N:2]=2)=[CH:20][CH:19]=1. (2) The reactants are C[Si](C)(C)N[Si](C)(C)C.[Li].[CH3:11][N:12]([CH3:36])[CH:13]([CH2:34][CH3:35])[CH2:14][CH2:15][NH:16][C:17]1[CH:33]=[CH:32][C:20]2[N:21]=[CH:22][N:23](COCC[Si](C)(C)C)[C:19]=2[CH:18]=1.[CH:37]1[C:46]2[C:41](=[CH:42][CH:43]=[CH:44][CH:45]=2)[C:40]([C:47]2[CH:48]=[C:49]([CH:52]=[CH:53][C:54]=2[O:55][CH3:56])[CH:50]=[O:51])=[CH:39][N:38]=1. The catalyst is C1COCC1. The product is [CH3:36][N:12]([CH3:11])[CH:13]1[CH2:14][CH2:15][N:16]([C:17]2[CH:33]=[CH:32][C:20]3[N:21]=[C:22]([C:50]([C:49]4[CH:52]=[CH:53][C:54]([O:55][CH3:56])=[C:47]([C:40]5[C:41]6[C:46](=[CH:45][CH:44]=[CH:43][CH:42]=6)[CH:37]=[N:38][CH:39]=5)[CH:48]=4)=[O:51])[NH:23][C:19]=3[CH:18]=2)[CH2:35][CH2:34]1. The yield is 0.170. (3) The reactants are [Br:1][C:2]1[N:3]=[C:4]2[C:10]([C:11]([OH:13])=O)=[CH:9][N:8]([CH2:14][O:15][CH2:16][CH2:17][Si:18]([CH3:21])([CH3:20])[CH3:19])[C:5]2=[N:6][CH:7]=1.[CH:22]1([CH:25]([NH2:27])[CH3:26])[CH2:24][CH2:23]1.CN(C)CCCN=C=NCC. The catalyst is CN(C)C1C=CN=CC=1.ClCCl. The product is [CH:22]1([CH:25]([NH:27][C:11]([C:10]2[C:4]3[C:5](=[N:6][CH:7]=[C:2]([Br:1])[N:3]=3)[N:8]([CH2:14][O:15][CH2:16][CH2:17][Si:18]([CH3:21])([CH3:20])[CH3:19])[CH:9]=2)=[O:13])[CH3:26])[CH2:24][CH2:23]1. The yield is 0.580.